Dataset: Catalyst prediction with 721,799 reactions and 888 catalyst types from USPTO. Task: Predict which catalyst facilitates the given reaction. (1) Reactant: [C:1]([C:5]1[CH:10]=[CH:9][C:8]([N:11]2[C@@H:15]([C:16]3[C:17]([F:30])=[CH:18][C:19]4[N:23]=[C:22]([C@@H:24]5[CH2:28][CH2:27][CH2:26][NH:25]5)[NH:21][C:20]=4[CH:29]=3)[CH2:14][CH2:13][C@@H:12]2[C:31]2[C:32]([F:45])=[CH:33][C:34]3[N:38]=[C:37]([C@@H:39]4[CH2:43][CH2:42][CH2:41][NH:40]4)[NH:36][C:35]=3[CH:44]=2)=[CH:7][CH:6]=1)([CH3:4])([CH3:3])[CH3:2].C[N:47]1[CH2:52][CH2:51][O:50]CC1.[CH3:53][O:54][C:55]([NH:57][C@@H:58]([CH:62]([CH3:64])[CH3:63])[C:59](O)=[O:60])=[O:56].C(Cl)CCl.[CH:69]1[CH:70]=CC2N(O)N=NC=2[CH:74]=1.C[CH2:80][O:81][C:82](C)=[O:83]. Product: [CH3:80][O:81][C:82](=[O:83])[NH:47][C@@H:52]([CH:69]([CH3:70])[CH3:74])[C:51]([N:25]1[CH2:26][CH2:27][CH2:28][C@H:24]1[C:22]1[NH:23][C:19]2[CH:18]=[C:17]([F:30])[C:16]([C@H:15]3[CH2:14][CH2:13][C@H:12]([C:31]4[C:32]([F:45])=[CH:33][C:34]5[N:38]=[C:37]([C@@H:39]6[CH2:43][CH2:42][CH2:41][N:40]6[C:59](=[O:60])[C@@H:58]([NH:57][C:55]([O:54][CH3:53])=[O:56])[CH:62]([CH3:64])[CH3:63])[NH:36][C:35]=5[CH:44]=4)[N:11]3[C:8]3[CH:7]=[CH:6][C:5]([C:1]([CH3:4])([CH3:2])[CH3:3])=[CH:10][CH:9]=3)=[CH:29][C:20]=2[N:21]=1)=[O:50]. The catalyst class is: 3. (2) The catalyst class is: 193. Reactant: [F:1][C:2]1[CH:26]=[CH:25][C:24]([CH2:27][C:28]2[C:37]3[C:32](=[CH:33][CH:34]=[CH:35][CH:36]=3)[C:31](=[O:38])[NH:30][N:29]=2)=[CH:23][C:3]=1[C:4]([N:6]1[CH2:11][CH2:10][N:9]2[C:12]([C:19]([F:22])([F:21])[F:20])=[N:13][C:14]([C:15]([O:17]C)=[O:16])=[C:8]2[CH2:7]1)=[O:5].[OH-].[Na+].Cl. Product: [F:1][C:2]1[CH:26]=[CH:25][C:24]([CH2:27][C:28]2[C:37]3[C:32](=[CH:33][CH:34]=[CH:35][CH:36]=3)[C:31](=[O:38])[NH:30][N:29]=2)=[CH:23][C:3]=1[C:4]([N:6]1[CH2:11][CH2:10][N:9]2[C:12]([C:19]([F:20])([F:21])[F:22])=[N:13][C:14]([C:15]([OH:17])=[O:16])=[C:8]2[CH2:7]1)=[O:5]. (3) Reactant: FC(F)(F)S(O[C:7]1[C:11]2[C:12]([O:16][CH3:17])=[N:13][CH:14]=[CH:15][C:10]=2[N:9]([C:18]2[C:23]([F:24])=[CH:22][CH:21]=[CH:20][C:19]=2[F:25])[N:8]=1)(=O)=O.[C:28]([CH2:30][C:31]1[CH:36]=[CH:35][C:34](B(O)O)=[CH:33][CH:32]=1)#[N:29].C(=O)([O-])[O-].[K+].[K+]. Product: [F:24][C:23]1[CH:22]=[CH:21][CH:20]=[C:19]([F:25])[C:18]=1[N:9]1[C:10]2[CH:15]=[CH:14][N:13]=[C:12]([O:16][CH3:17])[C:11]=2[C:7]([C:34]2[CH:35]=[CH:36][C:31]([CH2:30][C:28]#[N:29])=[CH:32][CH:33]=2)=[N:8]1. The catalyst class is: 339. (4) Reactant: [NH2:1][C:2]1[C:3]([NH:10][CH2:11][C:12]([O:14][CH2:15][CH3:16])=[O:13])=[N:4][C:5]([CH3:9])=[C:6]([Br:8])[CH:7]=1.[CH2:17](OC(OCC)OCC)C.O. Product: [Br:8][C:6]1[CH:7]=[C:2]2[N:1]=[CH:17][N:10]([CH2:11][C:12]([O:14][CH2:15][CH3:16])=[O:13])[C:3]2=[N:4][C:5]=1[CH3:9]. The catalyst class is: 44. (5) Reactant: [C:1]([O:5][C:6]([CH:8]1[CH2:13][CH2:12][N:11]([C:14]2[C:22]3[C:17](=[CH:18][C:19]([C:23]([O:25]C)=[O:24])=[CH:20][CH:21]=3)[N:16]([C:27](=[O:39])[C:28]3[C:33]([C:34]([F:37])([F:36])[F:35])=[CH:32][CH:31]=[CH:30][C:29]=3[Cl:38])[N:15]=2)[CH2:10][CH2:9]1)=[O:7])([CH3:4])([CH3:3])[CH3:2].[OH-].[Li+].C1COCC1.Cl. Product: [C:1]([O:5][C:6]([CH:8]1[CH2:13][CH2:12][N:11]([C:14]2[C:22]3[C:17](=[CH:18][C:19]([C:23]([OH:25])=[O:24])=[CH:20][CH:21]=3)[N:16]([C:27](=[O:39])[C:28]3[C:33]([C:34]([F:37])([F:36])[F:35])=[CH:32][CH:31]=[CH:30][C:29]=3[Cl:38])[N:15]=2)[CH2:10][CH2:9]1)=[O:7])([CH3:4])([CH3:2])[CH3:3]. The catalyst class is: 6. (6) Reactant: [CH3:1][O:2][C@@H:3]([C:8](=O)[C:9]1[CH:23]=[CH:22][C:12]2[N:13]=[C:14]([C:16]3[CH:21]=[CH:20][CH:19]=[CH:18][CH:17]=3)[O:15][C:11]=2[CH:10]=1)[CH2:4][C:5](O)=[O:6].CN(C(O[N:33]1[N:41]=NC2C=CC=NC1=2)=[N+](C)C)C.F[P-](F)(F)(F)(F)F.CN(C=O)C.NN. Product: [CH3:1][O:2][C@H:3]1[C:8]([C:9]2[CH:23]=[CH:22][C:12]3[N:13]=[C:14]([C:16]4[CH:21]=[CH:20][CH:19]=[CH:18][CH:17]=4)[O:15][C:11]=3[CH:10]=2)=[N:41][NH:33][C:5](=[O:6])[CH2:4]1. The catalyst class is: 1. (7) Reactant: [NH2:1][C:2]1[C:10]2[C:9]([CH3:11])=[C:8]([CH3:12])[N:7]=[N:6][C:5]=2[S:4][C:3]=1[C:13]([N:15]1[CH2:18][CH:17]([NH:19]C(=O)OC(C)(C)C)[CH2:16]1)=[O:14].[C:27]([OH:33])([C:29]([F:32])([F:31])[F:30])=[O:28]. Product: [F:30][C:29]([F:32])([F:31])[C:27]([OH:33])=[O:28].[NH2:1][C:2]1[C:10]2[C:9]([CH3:11])=[C:8]([CH3:12])[N:7]=[N:6][C:5]=2[S:4][C:3]=1[C:13]([N:15]1[CH2:16][CH:17]([NH2:19])[CH2:18]1)=[O:14]. The catalyst class is: 2. (8) Reactant: C([O:8][C:9]1[CH:14]=[CH:13][C:12]([CH:15]2[CH2:20][CH2:19][N:18]([CH:21]3[CH2:25][CH2:24][N:23]([CH2:26][C:27]4[CH:32]=[CH:31][C:30]([CH3:33])=[C:29]([F:34])[CH:28]=4)[C:22]3=[O:35])[CH2:17][C:16]2([F:37])[F:36])=[CH:11][CH:10]=1)C1C=CC=CC=1. Product: [F:37][C:16]1([F:36])[CH:15]([C:12]2[CH:11]=[CH:10][C:9]([OH:8])=[CH:14][CH:13]=2)[CH2:20][CH2:19][N:18]([CH:21]2[CH2:25][CH2:24][N:23]([CH2:26][C:27]3[CH:32]=[CH:31][C:30]([CH3:33])=[C:29]([F:34])[CH:28]=3)[C:22]2=[O:35])[CH2:17]1. The catalyst class is: 19. (9) Reactant: [CH3:1][C:2]1[CH:6]([CH3:7])[C:5]([CH3:8])=[CH:4][C:3]=1[CH3:9].C([Li])CCC.[Fe:15].[Fe].O1CCCC1. The catalyst class is: 392. Product: [CH3:9][C:3]1[CH-:4][C:5]([CH3:8])=[C:6]([CH3:7])[C:2]=1[CH3:1].[CH-:4]1[C:5]([CH3:8])=[C:6]([CH3:7])[C:2]([CH3:1])=[C:3]1[CH3:9].[Fe+2:15]. (10) Reactant: [Cl:1][C:2]1[CH:3]=[C:4]2[CH:10]=[CH:9][NH:8][C:5]2=[N:6][CH:7]=1.[H-].[Na+].Cl[C:14]1[N:18]([CH3:19])[N:17]=[C:16]([C:20]([F:23])([F:22])[F:21])[C:15]=1[CH:24]=[O:25].O. Product: [Cl:1][C:2]1[CH:3]=[C:4]2[CH:10]=[CH:9][N:8]([C:14]3[N:18]([CH3:19])[N:17]=[C:16]([C:20]([F:22])([F:21])[F:23])[C:15]=3[CH:24]=[O:25])[C:5]2=[N:6][CH:7]=1. The catalyst class is: 9.